Predict which catalyst facilitates the given reaction. From a dataset of Catalyst prediction with 721,799 reactions and 888 catalyst types from USPTO. Reactant: [C:1]([O:5][C:6](=[O:22])[CH2:7][CH2:8][CH2:9][CH2:10][CH2:11][CH2:12][CH2:13][CH2:14][CH2:15][CH2:16][CH2:17][CH2:18][C:19](O)=[O:20])([CH3:4])([CH3:3])[CH3:2]. Product: [C:1]([O:5][C:6](=[O:22])[CH2:7][CH2:8][CH2:9][CH2:10][CH2:11][CH2:12][CH2:13][CH2:14][CH2:15][CH2:16][CH2:17][CH2:18][CH2:19][OH:20])([CH3:4])([CH3:2])[CH3:3]. The catalyst class is: 7.